This data is from Forward reaction prediction with 1.9M reactions from USPTO patents (1976-2016). The task is: Predict the product of the given reaction. (1) Given the reactants [F:1][C:2]([F:16])([C:10]1[CH:15]=[CH:14][CH:13]=[CH:12][CH:11]=1)[C:3]1[CH:8]=[CH:7][C:6]([CH3:9])=[CH:5][CH:4]=1.C1C(=O)[N:21](Br)C(=O)C1.CC(N=NC(C#N)(C)C)(C#N)C, predict the reaction product. The product is: [F:1][C:2]([F:16])([C:10]1[CH:11]=[CH:12][CH:13]=[CH:14][CH:15]=1)[C:3]1[CH:4]=[CH:5][C:6]([CH2:9][NH2:21])=[CH:7][CH:8]=1. (2) Given the reactants [OH:1][CH2:2][C@H:3]1[N:8]([C:9]([O:11][C:12]([CH3:15])([CH3:14])[CH3:13])=[O:10])[CH2:7][C@@H:6]([CH2:16][CH2:17][C:18]2[CH:23]=[CH:22][CH:21]=[CH:20][C:19]=2[NH:24][C:25](=[O:45])[C@H:26]([CH:32]([C:39]2[CH:44]=[CH:43][CH:42]=[CH:41][CH:40]=2)[C:33]2[CH:38]=[CH:37][CH:36]=[CH:35][CH:34]=2)[NH:27][C:28]([O:30][CH3:31])=[O:29])[O:5][CH2:4]1.C1N=CN([C:51]([N:53]2C=N[CH:55]=[CH:54]2)=[O:52])C=1.[F:58][C:59]1C=[CH:65][CH:64]=[CH:63][C:60]=1CN, predict the reaction product. The product is: [F:58][C:59]1[CH:60]=[CH:63][CH:64]=[CH:65][C:55]=1[CH2:54][NH:53][C:51]([O:1][CH2:2][C@H:3]1[N:8]([C:9]([O:11][C:12]([CH3:14])([CH3:15])[CH3:13])=[O:10])[CH2:7][C@@H:6]([CH2:16][CH2:17][C:18]2[CH:23]=[CH:22][CH:21]=[CH:20][C:19]=2[NH:24][C:25](=[O:45])[C@H:26]([CH:32]([C:39]2[CH:44]=[CH:43][CH:42]=[CH:41][CH:40]=2)[C:33]2[CH:38]=[CH:37][CH:36]=[CH:35][CH:34]=2)[NH:27][C:28]([O:30][CH3:31])=[O:29])[O:5][CH2:4]1)=[O:52]. (3) Given the reactants [CH3:1][NH:2][CH3:3].Br[CH2:5][CH2:6][CH2:7][CH:8]=[C:9]([C:16]1[CH:21]=[CH:20][CH:19]=[CH:18][CH:17]=1)[C:10]1[CH:15]=[CH:14][CH:13]=[CH:12][CH:11]=1, predict the reaction product. The product is: [CH3:1][N:2]([CH2:5][CH2:6][CH2:7][CH:8]=[C:9]([C:10]1[CH:15]=[CH:14][CH:13]=[CH:12][CH:11]=1)[C:16]1[CH:17]=[CH:18][CH:19]=[CH:20][CH:21]=1)[CH3:3]. (4) Given the reactants [CH3:1][O:2][C:3]1[CH:11]=[C:10]2[C:6]([C:7]([CH2:18][C:19]3[N:24]=[C:23]([C:25]([NH2:27])=O)[CH:22]=[CH:21][CH:20]=3)=[C:8]([C:12]3[CH:13]=[N:14][CH:15]=[N:16][CH:17]=3)[NH:9]2)=[CH:5][CH:4]=1.P(Cl)(Cl)(Cl)=O.C(=O)([O-])O.[Na+].O, predict the reaction product. The product is: [CH3:1][O:2][C:3]1[CH:11]=[C:10]2[C:6]([C:7]([CH2:18][C:19]3[N:24]=[C:23]([C:25]#[N:27])[CH:22]=[CH:21][CH:20]=3)=[C:8]([C:12]3[CH:17]=[N:16][CH:15]=[N:14][CH:13]=3)[NH:9]2)=[CH:5][CH:4]=1. (5) Given the reactants CCN(C(C)C)C(C)C.CN(C(ON1N=NC2C=CC=NC1=2)=[N+](C)C)C.F[P-](F)(F)(F)(F)F.[CH:34]1([C:39]([OH:41])=O)[CH2:38][CH2:37][CH2:36][CH2:35]1.Cl.[CH3:43][C:44]1([CH3:64])[CH2:49][C:48]([C:50]2[C:58]3[C:53](=[N:54][CH:55]=[C:56]([N+:60]([O-:62])=[O:61])[C:57]=3[CH3:59])[N:52]([CH3:63])[CH:51]=2)=[CH:47][CH2:46][NH:45]1, predict the reaction product. The product is: [CH:34]1([C:39]([N:45]2[CH2:46][CH:47]=[C:48]([C:50]3[C:58]4[C:53](=[N:54][CH:55]=[C:56]([N+:60]([O-:62])=[O:61])[C:57]=4[CH3:59])[N:52]([CH3:63])[CH:51]=3)[CH2:49][C:44]2([CH3:64])[CH3:43])=[O:41])[CH2:35][CH2:36][CH2:37][CH2:38]1. (6) Given the reactants [CH3:1][O:2][C:3]1[CH:8]=[CH:7][C:6]([CH:9]([C:18]2([OH:24])[CH2:23][CH2:22][CH2:21][CH2:20][CH2:19]2)[CH2:10][N:11]2[CH2:16][CH2:15][N:14]([CH3:17])[CH2:13][CH2:12]2)=[CH:5][C:4]=1[O:25][C:26]([F:29])([F:28])[F:27].[ClH:30].Cl.COC1C=CC(C(C2(O)CCCCC2)CN2CCNCC2)=CC=1OC(F)(F)F, predict the reaction product. The product is: [ClH:30].[ClH:30].[CH3:1][O:2][C:3]1[CH:8]=[CH:7][C:6]([CH:9]([C:18]2([OH:24])[CH2:23][CH2:22][CH2:21][CH2:20][CH2:19]2)[CH2:10][N:11]2[CH2:16][CH2:15][N:14]([CH3:17])[CH2:13][CH2:12]2)=[CH:5][C:4]=1[O:25][C:26]([F:29])([F:28])[F:27]. (7) Given the reactants [CH3:1][C:2]1[O:6][N:5]=[C:4]([C:7]2[CH:12]=[CH:11][CH:10]=[CH:9][CH:8]=2)[C:3]=1[C:13]1[N:14]=[C:15]2[CH:20]=[CH:19][C:18]([C:21]([OH:23])=O)=[CH:17][N:16]2[CH:24]=1.C[C:43]1O[N:40]=[C:41](C2C=CC=CC=2)[C:42]=1C1N=C2C=[C:43](C(O)=O)[CH:42]=[CH:41][N:40]2C=1, predict the reaction product. The product is: [CH:41]1([NH:40][C:21]([C:18]2[CH:19]=[CH:20][C:15]3[N:16]([CH:24]=[C:13]([C:3]4[C:4]([C:7]5[CH:8]=[CH:9][CH:10]=[CH:11][CH:12]=5)=[N:5][O:6][C:2]=4[CH3:1])[N:14]=3)[CH:17]=2)=[O:23])[CH2:43][CH2:42]1.